This data is from Forward reaction prediction with 1.9M reactions from USPTO patents (1976-2016). The task is: Predict the product of the given reaction. (1) Given the reactants [Cl:1][C:2]1[C:10]([Cl:11])=[CH:9][CH:8]=[CH:7][C:3]=1[C:4]([OH:6])=O.[F:12][C:13]1([F:32])[CH2:18][CH2:17][N:16]([CH:19]([C:22]2[CH:23]=[N:24][C:25]([C:28]([F:31])([F:30])[F:29])=[N:26][CH:27]=2)[CH2:20][NH2:21])[CH2:15][CH2:14]1, predict the reaction product. The product is: [Cl:1][C:2]1[C:10]([Cl:11])=[CH:9][CH:8]=[CH:7][C:3]=1[C:4]([NH:21][CH2:20][CH:19]([N:16]1[CH2:15][CH2:14][C:13]([F:32])([F:12])[CH2:18][CH2:17]1)[C:22]1[CH:27]=[N:26][C:25]([C:28]([F:29])([F:30])[F:31])=[N:24][CH:23]=1)=[O:6]. (2) Given the reactants [Br:1][C:2]1[CH:7]=[CH:6][C:5]([OH:8])=[C:4]([F:9])[CH:3]=1.[Br:10][CH2:11][CH2:12]O.C1(P(C2C=CC=CC=2)C2C=CC=CC=2)C=CC=CC=1.CCOC(/N=N/C(OCC)=O)=O, predict the reaction product. The product is: [Br:1][C:2]1[CH:7]=[CH:6][C:5]([O:8][CH2:12][CH2:11][Br:10])=[C:4]([F:9])[CH:3]=1. (3) Given the reactants [NH2:1][CH2:2][CH2:3][CH2:4][OH:5].[CH:6]1[C:15]2[C:10](=[CH:11][CH:12]=[CH:13][CH:14]=2)[CH:9]=[CH:8][C:7]=1[CH:16]=O.C([BH3-])#N.[Na+].[C:22](O[C:22]([O:24][C:25]([CH3:28])([CH3:27])[CH3:26])=[O:23])([O:24][C:25]([CH3:28])([CH3:27])[CH3:26])=[O:23], predict the reaction product. The product is: [C:25]([O:24][C:22]([N:1]([CH2:2][CH2:3][CH2:4][OH:5])[CH2:16][C:7]1[CH:8]=[CH:9][C:10]2[C:15](=[CH:14][CH:13]=[CH:12][CH:11]=2)[CH:6]=1)=[O:23])([CH3:28])([CH3:27])[CH3:26]. (4) Given the reactants [CH3:1][O:2][C:3]1[CH:22]=[CH:21][C:6]([CH2:7][N:8]2[C:12]([NH2:13])=[C:11]([C:14]3[CH:15]=[N:16][C:17](F)=[CH:18][CH:19]=3)[CH:10]=[N:9]2)=[CH:5][CH:4]=1.[CH3:23][O-:24].[Na+], predict the reaction product. The product is: [CH3:1][O:2][C:3]1[CH:22]=[CH:21][C:6]([CH2:7][N:8]2[C:12]([NH2:13])=[C:11]([C:14]3[CH:15]=[N:16][C:17]([O:24][CH3:23])=[CH:18][CH:19]=3)[CH:10]=[N:9]2)=[CH:5][CH:4]=1. (5) Given the reactants [N:1]1([C:7]2[N:8]=[C:9]([CH2:14][C:15]([O-:17])=O)[NH:10][C:11](=[O:13])[CH:12]=2)[CH2:6][CH2:5][O:4][CH2:3][CH2:2]1.[Na+].[F:19][C:20]1[CH:21]=[C:22]2[C:26](=[CH:27][CH:28]=1)[NH:25][CH2:24][CH2:23]2.Cl.CN(C)CCCN=C=NCC, predict the reaction product. The product is: [F:19][C:20]1[CH:21]=[C:22]2[C:26](=[CH:27][CH:28]=1)[N:25]([C:15](=[O:17])[CH2:14][C:9]1[NH:10][C:11](=[O:13])[CH:12]=[C:7]([N:1]3[CH2:2][CH2:3][O:4][CH2:5][CH2:6]3)[N:8]=1)[CH2:24][CH2:23]2. (6) The product is: [N:18]1[CH:17]=[CH:16][C:15]([C:11]2[N:10]([C:7]3[CH:8]=[CH:9][C:4]([NH2:1])=[CH:5][CH:6]=3)[CH:14]=[CH:13][N:12]=2)=[CH:20][CH:19]=1. Given the reactants [N+:1]([C:4]1[CH:9]=[CH:8][C:7]([N:10]2[CH:14]=[CH:13][N:12]=[C:11]2[C:15]2[CH:20]=[CH:19][N:18]=[CH:17][CH:16]=2)=[CH:6][CH:5]=1)([O-])=O.C([O-])([O-])=O.[Na+].[Na+], predict the reaction product. (7) Given the reactants [CH2:1]([N:3]1[C:7]([CH:8]=C(C)C)=[N:6][C:5]([N:12]2[CH2:16][CH2:15][CH2:14][CH2:13]2)=[N:4]1)[CH3:2].I([O-])(=O)(=O)=[O:18].[Na+], predict the reaction product. The product is: [CH2:1]([N:3]1[C:7]([CH:8]=[O:18])=[N:6][C:5]([N:12]2[CH2:16][CH2:15][CH2:14][CH2:13]2)=[N:4]1)[CH3:2]. (8) Given the reactants [CH2:1]([O:8][C:9]([NH:11][CH:12]1[N:18]=[C:17]([CH2:19][CH3:20])[C:16]2[CH:21]=[CH:22][CH:23]=[C:24]([CH3:25])[C:15]=2[N:14]([CH2:26][C:27]([OH:29])=O)[C:13]1=[O:30])=[O:10])[C:2]1[CH:7]=[CH:6][CH:5]=[CH:4][CH:3]=1.Cl.C(N=C=NCCCN(C)C)C.ON1C2C=CC=CC=2N=N1.[CH:53]12[CH2:61][CH2:60][CH:57]([CH2:58][CH2:59]1)[CH2:56][NH:55][CH2:54]2.Cl, predict the reaction product. The product is: [CH:53]12[CH2:61][CH2:60][CH:57]([CH2:58][CH2:59]1)[CH2:56][N:55]([C:27]([CH2:26][N:14]1[C:15]3[C:24]([CH3:25])=[CH:23][CH:22]=[CH:21][C:16]=3[C:17]([CH2:19][CH3:20])=[N:18][CH:12]([NH:11][C:9]([O:8][CH2:1][C:2]3[CH:3]=[CH:4][CH:5]=[CH:6][CH:7]=3)=[O:10])[C:13]1=[O:30])=[O:29])[CH2:54]2. (9) Given the reactants [C:1]([O:5][C:6]([N:8]1[CH2:12][CH2:11][C@H:10]([NH:13][C:14]2[C:22]3[C:17](=[N:18][CH:19]=[CH:20][C:21]=3[O:23][C:24]3[CH:32]=[CH:31][C:27]([C:28](O)=[O:29])=[CH:26][CH:25]=3)[N:16]([CH2:33][C:34]3[CH:39]=[CH:38][C:37]([O:40][CH3:41])=[CH:36][CH:35]=3)[N:15]=2)[CH2:9]1)=[O:7])([CH3:4])([CH3:3])[CH3:2].[CH:42]([C:45]1[CH:50]=[CH:49][N:48]=[C:47]([NH2:51])[CH:46]=1)([CH3:44])[CH3:43], predict the reaction product. The product is: [CH:42]([C:45]1[CH:50]=[CH:49][N:48]=[C:47]([NH:51][C:28]([C:27]2[CH:31]=[CH:32][C:24]([O:23][C:21]3[CH:20]=[CH:19][N:18]=[C:17]4[N:16]([CH2:33][C:34]5[CH:35]=[CH:36][C:37]([O:40][CH3:41])=[CH:38][CH:39]=5)[N:15]=[C:14]([NH:13][C@H:10]5[CH2:11][CH2:12][N:8]([C:6]([O:5][C:1]([CH3:4])([CH3:3])[CH3:2])=[O:7])[CH2:9]5)[C:22]=34)=[CH:25][CH:26]=2)=[O:29])[CH:46]=1)([CH3:44])[CH3:43].